The task is: Regression. Given a peptide amino acid sequence and an MHC pseudo amino acid sequence, predict their binding affinity value. This is MHC class I binding data.. This data is from Peptide-MHC class I binding affinity with 185,985 pairs from IEDB/IMGT. (1) The peptide sequence is TLLVDLLWL. The MHC is HLA-B57:01 with pseudo-sequence HLA-B57:01. The binding affinity (normalized) is 0.252. (2) The peptide sequence is TLLIKTLSPA. The MHC is HLA-A68:02 with pseudo-sequence HLA-A68:02. The binding affinity (normalized) is 0.344. (3) The peptide sequence is LLLLISLVY. The MHC is HLA-B15:17 with pseudo-sequence HLA-B15:17. The binding affinity (normalized) is 0.0847. (4) The peptide sequence is RSHIRKPPS. The MHC is HLA-B15:03 with pseudo-sequence HLA-B15:03. The binding affinity (normalized) is 0.0710. (5) The peptide sequence is GRRGWEALKY. The MHC is HLA-A26:01 with pseudo-sequence HLA-A26:01. The binding affinity (normalized) is 0. (6) The peptide sequence is KVAGFAKFLK. The MHC is HLA-A31:01 with pseudo-sequence HLA-A31:01. The binding affinity (normalized) is 0.680. (7) The peptide sequence is IMLVYCFLGY. The MHC is HLA-A30:02 with pseudo-sequence HLA-A30:02. The binding affinity (normalized) is 0.506. (8) The peptide sequence is SLPLPNFSSL. The MHC is HLA-A02:03 with pseudo-sequence HLA-A02:03. The binding affinity (normalized) is 0.741. (9) The peptide sequence is KSRVERVQV. The MHC is HLA-A30:01 with pseudo-sequence HLA-A30:01. The binding affinity (normalized) is 0.776.